Dataset: Forward reaction prediction with 1.9M reactions from USPTO patents (1976-2016). Task: Predict the product of the given reaction. (1) Given the reactants [CH2:1]([C:3]1[N:4]([CH2:9][CH2:10][NH2:11])[CH:5]=[C:6]([I:8])[N:7]=1)[CH3:2].[F:12][C:13]([F:25])([F:24])[C:14]1[CH:15]=[C:16]([CH:21]=[CH:22][CH:23]=1)[O:17][CH2:18][CH:19]=O, predict the reaction product. The product is: [CH2:1]([C:3]1[N:4]2[CH2:9][CH2:10][NH:11][CH:19]([CH2:18][O:17][C:16]3[CH:21]=[CH:22][CH:23]=[C:14]([C:13]([F:12])([F:24])[F:25])[CH:15]=3)[C:5]2=[C:6]([I:8])[N:7]=1)[CH3:2]. (2) Given the reactants [C:1]([O:5][C:6](=[O:17])[N:7]([C:9]1[C:14]([F:15])=[CH:13][C:12](Br)=[CH:11][N:10]=1)[CH3:8])([CH3:4])([CH3:3])[CH3:2].[O:18]1[C:22]2[CH:23]=[CH:24][CH:25]=[CH:26][C:21]=2[CH:20]=[C:19]1B(O)O.CCN(CC)CC.C[CH2:38][OH:39], predict the reaction product. The product is: [C:1]([O:5][C:6](=[O:17])[N:7]([C:9]1[C:14]([F:15])=[CH:13][C:12]([C:19]2[O:18][C:22]3[CH:23]=[CH:24][C:25]([O:39][CH3:38])=[CH:26][C:21]=3[CH:20]=2)=[CH:11][N:10]=1)[CH3:8])([CH3:4])([CH3:3])[CH3:2]. (3) Given the reactants [Si]([O:8][C@@H:9]1[CH2:22][C@@H:12]2[O:13][C:14](=[O:21])[CH2:15][CH2:16][CH2:17][CH:18]=[CH:19][CH2:20][C@@H:11]2[C@H:10]1/[CH:23]=[CH:24]/[C@@H:25]([O:38][Si](CC)(CC)CC)[CH2:26][O:27][C:28]1[CH:33]=[CH:32][CH:31]=[C:30]([C:34]([F:37])([F:36])[F:35])[CH:29]=1)(C(C)(C)C)(C)C.CCCC[N+](CCCC)(CCCC)CCCC.[F-], predict the reaction product. The product is: [OH:8][C@@H:9]1[CH2:22][C@@H:12]2[O:13][C:14](=[O:21])[CH2:15][CH2:16][CH2:17][CH:18]=[CH:19][CH2:20][C@@H:11]2[C@H:10]1/[CH:23]=[CH:24]/[C@@H:25]([OH:38])[CH2:26][O:27][C:28]1[CH:33]=[CH:32][CH:31]=[C:30]([C:34]([F:37])([F:35])[F:36])[CH:29]=1.